This data is from Retrosynthesis with 50K atom-mapped reactions and 10 reaction types from USPTO. The task is: Predict the reactants needed to synthesize the given product. Given the product CC(N)C(=O)N1N=C(c2cc(F)ccc2F)SC1(CCCN)c1ccccc1, predict the reactants needed to synthesize it. The reactants are: CC(N)C(=O)N1N=C(c2cc(F)ccc2F)SC1(CCCN=[N+]=[N-])c1ccccc1.